From a dataset of Full USPTO retrosynthesis dataset with 1.9M reactions from patents (1976-2016). Predict the reactants needed to synthesize the given product. Given the product [CH3:1][N:2]1[C:6]2([CH2:15][CH2:14][C:9](=[O:10])[CH2:8][CH2:7]2)[CH2:5][N:4]([CH3:16])[C:3]1=[O:17], predict the reactants needed to synthesize it. The reactants are: [CH3:1][N:2]1[C:6]2([CH2:15][CH2:14][C:9]3(OCC[O:10]3)[CH2:8][CH2:7]2)[CH2:5][N:4]([CH3:16])[C:3]1=[O:17].Cl.